From a dataset of Full USPTO retrosynthesis dataset with 1.9M reactions from patents (1976-2016). Predict the reactants needed to synthesize the given product. (1) Given the product [F:19][C:4]1[CH:3]=[C:2]([B:25]2[O:29][C:28]([CH3:31])([CH3:30])[C:27]([CH3:33])([CH3:32])[O:26]2)[CH:7]=[CH:6][C:5]=1[C@H:8]([CH3:18])[CH2:9][NH:10][C:11](=[O:17])[O:12][C:13]([CH3:16])([CH3:15])[CH3:14], predict the reactants needed to synthesize it. The reactants are: Br[C:2]1[CH:7]=[CH:6][C:5]([C@H:8]([CH3:18])[CH2:9][NH:10][C:11](=[O:17])[O:12][C:13]([CH3:16])([CH3:15])[CH3:14])=[C:4]([F:19])[CH:3]=1.CC([O-])=O.[K+].[B:25]1([B:25]2[O:29][C:28]([CH3:31])([CH3:30])[C:27]([CH3:33])([CH3:32])[O:26]2)[O:29][C:28]([CH3:31])([CH3:30])[C:27]([CH3:33])([CH3:32])[O:26]1. (2) Given the product [NH2:1][C:2]1[CH:11]=[CH:10][C:9]([C:13]#[N:14])=[CH:8][C:3]=1[C:4]([NH:6][CH3:7])=[O:5], predict the reactants needed to synthesize it. The reactants are: [NH2:1][C:2]1[CH:11]=[CH:10][C:9](Br)=[CH:8][C:3]=1[C:4]([NH:6][CH3:7])=[O:5].[CH3:13][N:14](C=O)C. (3) The reactants are: [CH3:1][O:2][C:3]1[CH:8]=[CH:7][C:6]([C:9]([NH:22][CH2:23][CH2:24][CH2:25][CH2:26][CH2:27][C:28](OC2C(F)=C(F)C=C(F)C=2F)=[O:29])([C:16]2[CH:21]=CC=[CH:18][CH:17]=2)[C:10]2[CH:15]=[CH:14][CH:13]=[CH:12][CH:11]=2)=[CH:5][CH:4]=1.[CH3:41][O:42][C:43]([CH:45]1[CH2:53][C:52]2[C:47](=[CH:48][CH:49]=[C:50]3[NH:56][CH:55]=[CH:54][C:51]3=2)[NH:46]1)=[O:44].C(N(CC)CC)C. Given the product [CH3:1][O:2][C:3]1[CH:4]=[CH:5][C:6]([C:9]([NH:22][CH2:23][CH2:24][CH2:25][CH2:26][CH2:27][C:28]([N:56]2[C:50]3[C:51](=[C:52]4[C:47](=[CH:48][CH:49]=3)[NH:46][CH:45]([C:43]([O:42][CH3:41])=[O:44])[CH2:53]4)[CH:54]=[CH:55]2)=[O:29])([C:10]2[CH:15]=[CH:14][CH:13]=[CH:12][CH:11]=2)[C:16](=[CH2:21])[CH:17]=[CH2:18])=[CH:7][CH:8]=1, predict the reactants needed to synthesize it. (4) Given the product [CH3:19][S:20]([O:11][C:7]1[CH:8]=[CH:9][CH:10]=[C:5]([C:1]([CH3:4])([CH3:2])[CH3:3])[CH:6]=1)(=[O:22])=[O:21], predict the reactants needed to synthesize it. The reactants are: [C:1]([C:5]1[CH:6]=[C:7]([OH:11])[CH:8]=[CH:9][CH:10]=1)([CH3:4])([CH3:3])[CH3:2].C(N(CC)CC)C.[CH3:19][S:20](Cl)(=[O:22])=[O:21]. (5) The reactants are: N[CH2:2][CH2:3][C:4]1[C:12]2[C:7](=[CH:8][CH:9]=[CH:10][CH:11]=2)[NH:6][CH:5]=1.[C:13]1(=[O:23])[O:18][C:16](=O)[C:15]2=[CH:19][CH:20]=[CH:21][CH:22]=[C:14]12.O.[C:25]1(C)C=CC=CC=1. Given the product [NH:6]1[C:7]2[C:12](=[CH:11][CH:10]=[CH:9][CH:8]=2)[C:4]([CH2:3][CH2:2][CH:25]2[C:13](=[O:23])[C:14]3[C:15](=[CH:19][CH:20]=[CH:21][CH:22]=3)[C:16]2=[O:18])=[CH:5]1, predict the reactants needed to synthesize it. (6) Given the product [Cl:17][C:18]([Cl:23])([Cl:22])[C:19]([C:5]1[C:4]2[C:8](=[CH:9][CH:10]=[C:2]([CH3:1])[CH:3]=2)[NH:7][CH:6]=1)=[O:20], predict the reactants needed to synthesize it. The reactants are: [CH3:1][C:2]1[CH:3]=[C:4]2[C:8](=[CH:9][CH:10]=1)[NH:7][CH:6]=[CH:5]2.N1C=CC=CC=1.[Cl:17][C:18]([Cl:23])([Cl:22])[C:19](Cl)=[O:20]. (7) Given the product [OH:2][C:1]1[CH:3]=[C:4]([OH:5])[CH:6]=[CH:7][C:8]=1[C:18](=[O:22])[CH:19]([CH3:21])[CH3:20], predict the reactants needed to synthesize it. The reactants are: [C:1]1([CH:8]=[CH:7][CH:6]=[C:4]([OH:5])[CH:3]=1)[OH:2].B(F)(F)F.CCOCC.[C:18](O)(=[O:22])[CH:19]([CH3:21])[CH3:20].CC([O-])=O.[Na+]. (8) Given the product [Br-:1].[CH2:15]([P+:10]([CH2:6][CH2:7][CH2:8][CH3:9])([CH2:11][CH2:12][CH2:13][CH3:14])[CH2:2][CH2:3][O:4][CH3:5])[CH2:16][CH2:17][CH3:18], predict the reactants needed to synthesize it. The reactants are: [Br:1][CH2:2][CH2:3][O:4][CH3:5].[CH2:6]([P:10]([CH2:15][CH2:16][CH2:17][CH3:18])[CH2:11][CH2:12][CH2:13][CH3:14])[CH2:7][CH2:8][CH3:9]. (9) Given the product [C:25]([CH:27]1[C:31](=[C:32]=[C:15]2[CH:16]=[C:17]([CH3:18])[N:12]([C:8]3[CH:9]=[CH:10][CH:11]=[C:6]([O:5][CH2:4][CH:3]([CH2:1][CH3:2])[CH2:21][CH2:22][CH2:23][CH3:24])[CH:7]=3)[C:13]([CH3:20])=[CH:14]2)[C:30]([CH3:34])([CH3:33])[O:29][C:28]1=[C:35]([C:36]#[N:37])[C:38]#[N:39])#[N:26], predict the reactants needed to synthesize it. The reactants are: [CH2:1]([CH:3]([CH2:21][CH2:22][CH2:23][CH3:24])[CH2:4][O:5][C:6]1[CH:7]=[C:8]([N:12]2[C:17]([CH3:18])=[CH:16][C:15](=O)[CH:14]=[C:13]2[CH3:20])[CH:9]=[CH:10][CH:11]=1)[CH3:2].[C:25]([C:27]1[C:28](=[C:35]([C:38]#[N:39])[C:36]#[N:37])[O:29][C:30]([CH3:34])([CH3:33])[C:31]=1[CH3:32])#[N:26].C(OC(=O)C)(=O)C. (10) Given the product [Cl:60][C:61]1[CH:66]=[CH:65][CH:64]=[CH:63][C:62]=1[NH:67][CH:68]1[CH2:73][CH2:72][N:71]([C:24](=[O:26])[CH2:23][NH:22][C:20]([C:17]2[CH:16]=[C:15]([C:10]3[CH:11]=[CH:12][CH:13]=[CH:14][C:9]=3[O:8][CH2:1][C:2]3[CH:7]=[CH:6][CH:5]=[CH:4][CH:3]=3)[O:19][N:18]=2)=[O:21])[CH2:70][CH2:69]1, predict the reactants needed to synthesize it. The reactants are: [CH2:1]([O:8][C:9]1[CH:14]=[CH:13][CH:12]=[CH:11][C:10]=1[C:15]1[O:19][N:18]=[C:17]([C:20]([NH:22][CH2:23][C:24]([OH:26])=O)=[O:21])[CH:16]=1)[C:2]1[CH:7]=[CH:6][CH:5]=[CH:4][CH:3]=1.CCN(C(C)C)C(C)C.C1C=CC2N(O)N=NC=2C=1.CCN=C=NCCCN(C)C.Cl.Cl.Cl.[Cl:60][C:61]1[CH:66]=[CH:65][CH:64]=[CH:63][C:62]=1[NH:67][CH:68]1[CH2:73][CH2:72][NH:71][CH2:70][CH2:69]1.